This data is from NCI-60 drug combinations with 297,098 pairs across 59 cell lines. The task is: Regression. Given two drug SMILES strings and cell line genomic features, predict the synergy score measuring deviation from expected non-interaction effect. (1) Drug 1: CC12CCC3C(C1CCC2=O)CC(=C)C4=CC(=O)C=CC34C. Drug 2: CN1C(=O)N2C=NC(=C2N=N1)C(=O)N. Cell line: OVCAR3. Synergy scores: CSS=3.94, Synergy_ZIP=0.132, Synergy_Bliss=-2.86, Synergy_Loewe=-21.1, Synergy_HSA=-3.95. (2) Drug 1: CC1=CC2C(CCC3(C2CCC3(C(=O)C)OC(=O)C)C)C4(C1=CC(=O)CC4)C. Drug 2: C1CN(CCN1C(=O)CCBr)C(=O)CCBr. Cell line: UACC-257. Synergy scores: CSS=-3.23, Synergy_ZIP=1.11, Synergy_Bliss=-0.686, Synergy_Loewe=-4.89, Synergy_HSA=-3.51.